This data is from Full USPTO retrosynthesis dataset with 1.9M reactions from patents (1976-2016). The task is: Predict the reactants needed to synthesize the given product. (1) Given the product [CH2:23]([O:8][C:7](=[O:9])[C@H:2]([CH2:3][C:4]([OH:6])=[O:5])[NH:1][C:10](=[O:11])[C:12]([F:15])([F:14])[F:13])[CH3:24], predict the reactants needed to synthesize it. The reactants are: [NH2:1][C@H:2]([C:7]([OH:9])=[O:8])[CH2:3][C:4]([OH:6])=[O:5].[C:10](O[C:10]([C:12]([F:15])([F:14])[F:13])=[O:11])([C:12]([F:15])([F:14])[F:13])=[O:11].[CH2:23]1COC[CH2:24]1. (2) Given the product [CH3:1][O:2][C:3]1[CH:8]=[CH:7][C:6]([S:9]([N:12]2[C:20]3[CH:19]=[CH:18][CH:17]=[C:16]([C:21]#[N:22])[C:15]=3[CH:14]=[CH:13]2)(=[O:10])=[O:11])=[CH:5][C:4]=1[N:23]1[CH2:28][CH2:27][NH:26][CH2:25][CH2:24]1, predict the reactants needed to synthesize it. The reactants are: [CH3:1][O:2][C:3]1[CH:8]=[CH:7][C:6]([S:9]([N:12]2[C:20]3[CH:19]=[CH:18][CH:17]=[C:16]([C:21]#[N:22])[C:15]=3[CH:14]=[CH:13]2)(=[O:11])=[O:10])=[CH:5][C:4]=1[N:23]1[CH2:28][CH2:27][N:26](C(=O)C(Cl)(Cl)Cl)[CH2:25][CH2:24]1.[OH-].[K+].